Dataset: NCI-60 drug combinations with 297,098 pairs across 59 cell lines. Task: Regression. Given two drug SMILES strings and cell line genomic features, predict the synergy score measuring deviation from expected non-interaction effect. (1) Drug 1: CC1CCC2CC(C(=CC=CC=CC(CC(C(=O)C(C(C(=CC(C(=O)CC(OC(=O)C3CCCCN3C(=O)C(=O)C1(O2)O)C(C)CC4CCC(C(C4)OC)O)C)C)O)OC)C)C)C)OC. Drug 2: CC(C)(C#N)C1=CC(=CC(=C1)CN2C=NC=N2)C(C)(C)C#N. Cell line: NCIH23. Synergy scores: CSS=1.91, Synergy_ZIP=3.72, Synergy_Bliss=3.95, Synergy_Loewe=-2.95, Synergy_HSA=-3.15. (2) Drug 1: CC12CCC3C(C1CCC2=O)CC(=C)C4=CC(=O)C=CC34C. Drug 2: CC12CCC3C(C1CCC2OP(=O)(O)O)CCC4=C3C=CC(=C4)OC(=O)N(CCCl)CCCl.[Na+]. Cell line: SN12C. Synergy scores: CSS=5.27, Synergy_ZIP=-12.6, Synergy_Bliss=-23.0, Synergy_Loewe=-22.9, Synergy_HSA=-21.5. (3) Synergy scores: CSS=13.9, Synergy_ZIP=-5.19, Synergy_Bliss=2.22, Synergy_Loewe=-22.0, Synergy_HSA=1.34. Cell line: A498. Drug 2: C(CCl)NC(=O)N(CCCl)N=O. Drug 1: CCC1=CC2CC(C3=C(CN(C2)C1)C4=CC=CC=C4N3)(C5=C(C=C6C(=C5)C78CCN9C7C(C=CC9)(C(C(C8N6C)(C(=O)OC)O)OC(=O)C)CC)OC)C(=O)OC.C(C(C(=O)O)O)(C(=O)O)O. (4) Drug 1: COC1=C2C(=CC3=C1OC=C3)C=CC(=O)O2. Drug 2: C(CCl)NC(=O)N(CCCl)N=O. Cell line: HOP-92. Synergy scores: CSS=0.748, Synergy_ZIP=-1.65, Synergy_Bliss=-4.30, Synergy_Loewe=-11.2, Synergy_HSA=-8.68. (5) Drug 1: C1=CC(=CC=C1CCCC(=O)O)N(CCCl)CCCl. Drug 2: CC1=C2C(C(=O)C3(C(CC4C(C3C(C(C2(C)C)(CC1OC(=O)C(C(C5=CC=CC=C5)NC(=O)OC(C)(C)C)O)O)OC(=O)C6=CC=CC=C6)(CO4)OC(=O)C)O)C)O. Cell line: NCI-H522. Synergy scores: CSS=31.5, Synergy_ZIP=-17.0, Synergy_Bliss=-18.1, Synergy_Loewe=-23.1, Synergy_HSA=-11.4.